Predict the product of the given reaction. From a dataset of Forward reaction prediction with 1.9M reactions from USPTO patents (1976-2016). (1) Given the reactants [Cl:1][C:2]1[S:6][C:5]([C:7](=[NH:11])[NH:8][C:9]#N)=[CH:4][CH:3]=1.O=P(Cl)(Cl)[Cl:14].N#N.[CH3:19][C:20]#[N:21], predict the reaction product. The product is: [Cl:14][C:9]1[N:8]=[C:7]([C:5]2[S:6][C:2]([Cl:1])=[CH:3][CH:4]=2)[N:11]=[C:20]([CH3:19])[N:21]=1. (2) Given the reactants [C:1]([C:9]1[C:10](=[O:20])[N:11]([CH3:19])[C:12](=[O:18])[N:13]([CH3:17])[C:14]=1[CH2:15]Br)(=O)[C:2]1[CH:7]=[CH:6][CH:5]=[CH:4][CH:3]=1.C(O[CH:24](OCC)[CH2:25][CH2:26][CH2:27][NH2:28])C, predict the reaction product. The product is: [CH3:17][N:13]1[C:14]2=[C:15]3[N:28]([C:1]([C:2]4[CH:7]=[CH:6][CH:5]=[CH:4][CH:3]=4)=[C:9]2[C:10](=[O:20])[N:11]([CH3:19])[C:12]1=[O:18])[CH2:27][CH2:26][CH:25]=[CH:24]3.